Dataset: Forward reaction prediction with 1.9M reactions from USPTO patents (1976-2016). Task: Predict the product of the given reaction. Given the reactants [Na+].[CH2:2]([O:5][C:6]1([CH3:35])[CH2:11][CH2:10][N:9]([C:12]2[N:17]3[CH:18]=[C:19]([C:21]([O-:23])=O)[N:20]=[C:16]3[CH:15]=[C:14]([CH3:24])[C:13]=2[C@H:25]([O:30][C:31]([CH3:34])([CH3:33])[CH3:32])[C:26]([O:28][CH3:29])=[O:27])[CH2:8][CH2:7]1)[CH:3]=[CH2:4].CCN([CH:42]([CH3:44])[CH3:43])C(C)C.CN(C(O[N:53]1[N:61]=N[C:55]2[CH:56]=[CH:57][CH:58]=N[C:54]1=2)=[N+](C)C)C.F[P-](F)(F)(F)(F)F.[C:69]([O-:72])(O)=O.[Na+].CC[N+](S(N=C(OC)[O-])(=O)=O)([CH2:79][CH3:80])CC.[CH3:89]N(C=O)C, predict the reaction product. The product is: [CH2:2]([O:5][C:6]1([CH3:35])[CH2:11][CH2:10][N:9]([C:12]2[N:17]3[CH:18]=[C:19]([C:21]4[O:23][C:54]([CH2:55][C:56]5[CH:57]=[CH:58][CH:80]=[CH:79][C:89]=5[O:72][CH2:69][CH2:44][CH:42]=[CH2:43])=[N:53][N:61]=4)[N:20]=[C:16]3[CH:15]=[C:14]([CH3:24])[C:13]=2[C@H:25]([O:30][C:31]([CH3:32])([CH3:34])[CH3:33])[C:26]([O:28][CH3:29])=[O:27])[CH2:8][CH2:7]1)[CH:3]=[CH2:4].